Dataset: Full USPTO retrosynthesis dataset with 1.9M reactions from patents (1976-2016). Task: Predict the reactants needed to synthesize the given product. Given the product [OH:12][C:7]1[CH:8]=[C:9]2[C:4](=[CH:5][CH:6]=1)[N:3]=[C:2]([C:21]1[CH:22]=[CH:23][C:18]([C:16]([OH:17])=[O:15])=[CH:19][CH:20]=1)[CH:11]=[CH:10]2, predict the reactants needed to synthesize it. The reactants are: Cl[C:2]1[CH:11]=[CH:10][C:9]2[C:4](=[CH:5][CH:6]=[C:7]([O:12]C)[CH:8]=2)[N:3]=1.C[O:15][C:16]([C:18]1[CH:23]=[CH:22][C:21](B(O)O)=[CH:20][CH:19]=1)=[O:17].